From a dataset of Forward reaction prediction with 1.9M reactions from USPTO patents (1976-2016). Predict the product of the given reaction. The product is: [CH3:17][C:2]1([CH3:1])[CH2:10][C:9]2[NH:8][CH:7]=[C:6]([CH2:11][CH2:12][C:13]([N:32]([CH2:33][CH3:34])[CH2:30][CH3:31])=[O:15])[C:5]=2[C:4](=[O:16])[CH2:3]1. Given the reactants [CH3:1][C:2]1([CH3:17])[CH2:10][C:9]2[NH:8][CH:7]=[C:6]([CH2:11][CH2:12][C:13]([OH:15])=O)[C:5]=2[C:4](=[O:16])[CH2:3]1.C(N1C=CN=C1)(N1C=CN=C1)=O.[CH2:30]([NH:32][CH2:33][CH3:34])[CH3:31], predict the reaction product.